From a dataset of Reaction yield outcomes from USPTO patents with 853,638 reactions. Predict the reaction yield, written as a fraction of the theoretical maximum amount of product (1.0 means a 100% yield; for example, 0.34 means a 34% yield). (1) The reactants are [Br:1][C:2]1[CH:7]=[CH:6][C:5](Br)=[CH:4][N:3]=1.C([Li])CCC.CN(C)[CH:16]=[O:17]. The catalyst is C1COCC1.CCOCC. The product is [Br:1][C:2]1[N:3]=[CH:4][C:5]([CH:16]=[O:17])=[CH:6][CH:7]=1. The yield is 0.280. (2) The reactants are [O:1]1[C:5]2[CH:6]=[CH:7][CH:8]=[CH:9][C:4]=2[CH:3]=[C:2]1[CH:10]=O.[Cl-].[OH:13][NH3+:14].N1C=CC=CC=1. The catalyst is CO. The yield is 0.970. The product is [O:1]1[C:5]2[CH:6]=[CH:7][CH:8]=[CH:9][C:4]=2[CH:3]=[C:2]1[CH:10]=[N:14][OH:13]. (3) The reactants are [N:1]1[C:10]2[C:5](=[CH:6][C:7]([C:11]([OH:13])=O)=[CH:8][CH:9]=2)[CH:4]=[CH:3][CH:2]=1.Cl.[NH2:15][CH2:16][C:17]#[N:18].F[P-](F)(F)(F)(F)F.N1([P+](N(C)C)(N(C)C)N(C)C)C2C=CC=CC=2N=N1.C(N(CC)CC)C. The catalyst is CN(C)C=O.O.C(OCC)(=O)C. The product is [C:16]([CH2:17][NH:18][C:11]([C:7]1[CH:6]=[C:5]2[C:10](=[CH:9][CH:8]=1)[N:1]=[CH:2][CH:3]=[CH:4]2)=[O:13])#[N:15]. The yield is 0.689. (4) The reactants are [C:1]([O:5][C:6]([N:8]1[CH2:13][CH2:12][N:11]([S:14]([C:17]2[C:22]([Cl:23])=[CH:21][CH:20]=[C:19]([N+:24]([O-:26])=[O:25])[C:18]=2Cl)(=[O:16])=[O:15])[CH2:10][CH2:9]1)=[O:7])([CH3:4])([CH3:3])[CH3:2].[H-].[Na+].[OH2:30]. No catalyst specified. The product is [C:1]([O:5][C:6]([N:8]1[CH2:13][CH2:12][N:11]([S:14]([C:17]2[C:22]([Cl:23])=[CH:21][CH:20]=[C:19]([N+:24]([O-:26])=[O:25])[C:18]=2[OH:30])(=[O:16])=[O:15])[CH2:10][CH2:9]1)=[O:7])([CH3:4])([CH3:3])[CH3:2]. The yield is 0.320. (5) The reactants are [CH3:1][C:2]1[C:39]([CH3:40])=[CH:38][CH:37]=[CH:36][C:3]=1[O:4][CH2:5][CH2:6][CH2:7][C:8]([N:10]1[C:19]2[C:14](=[C:15]([C:20]3[CH:21]=[N:22][N:23]([CH2:25][C:26]4[CH:31]=[CH:30][CH:29]=[C:28]([O:32][CH2:33][CH2:34][OH:35])[CH:27]=4)[CH:24]=3)[CH:16]=[CH:17][CH:18]=2)[CH2:13][CH2:12][CH2:11]1)=[O:9].[CH3:41][S:42](Cl)(=[O:44])=[O:43].C(N(CC)CC)C. The catalyst is C(Cl)Cl. The product is [CH3:41][S:42]([O:35][CH2:34][CH2:33][O:32][C:28]1[CH:29]=[CH:30][CH:31]=[C:26]([CH2:25][N:23]2[CH:24]=[C:20]([C:15]3[CH:16]=[CH:17][CH:18]=[C:19]4[C:14]=3[CH2:13][CH2:12][CH2:11][N:10]4[C:8](=[O:9])[CH2:7][CH2:6][CH2:5][O:4][C:3]3[CH:36]=[CH:37][CH:38]=[C:39]([CH3:40])[C:2]=3[CH3:1])[CH:21]=[N:22]2)[CH:27]=1)(=[O:44])=[O:43]. The yield is 1.00.